Dataset: Catalyst prediction with 721,799 reactions and 888 catalyst types from USPTO. Task: Predict which catalyst facilitates the given reaction. (1) Reactant: C(Br)(Br)(Br)Br.[CH2:6]([NH:13][CH2:14][C:15]1([CH2:27]O)[CH2:19][CH2:18][CH2:17][N:16]1[C:20]([O:22][C:23]([CH3:26])(C)C)=[O:21])[C:7]1[CH:12]=[CH:11][CH:10]=[CH:9][CH:8]=1.[C:29]1(P(C2C=CC=CC=2)C2C=CC=CC=2)C=CC=C[CH:30]=1.C(N(CC)CC)C. Product: [CH2:6]([N:13]1[CH2:14][C:15]2([CH2:19][CH2:18][CH2:17][N:16]2[C:20]([O:22][CH2:23][CH2:26][CH2:29][CH3:30])=[O:21])[CH2:27]1)[C:7]1[CH:8]=[CH:9][CH:10]=[CH:11][CH:12]=1. The catalyst class is: 759. (2) The catalyst class is: 3. Reactant: [C:1]([O:5][C:6]([NH:8][CH2:9][CH2:10][CH2:11][N:12]1[CH2:17][CH2:16][CH:15]([N:18]2[CH:31]=[C:30]3[C:21]([NH:22][C:23]4[C:28]([O:29]3)=[CH:27][CH:26]=[C:25]([C:32](O)=[O:33])[CH:24]=4)=[N:20][C:19]2=[O:35])[CH2:14][CH2:13]1)=[O:7])([CH3:4])([CH3:3])[CH3:2].[C:36]([O:40][C:41]([N:43]1[CH2:48][CH2:47][N:46]([CH2:49][CH2:50][CH2:51][NH2:52])[CH2:45][CH2:44]1)=[O:42])([CH3:39])([CH3:38])[CH3:37].CN(C(ON1N=NC2C=CC=NC1=2)=[N+](C)C)C.F[P-](F)(F)(F)(F)F.CCN(C(C)C)C(C)C. Product: [C:36]([O:40][C:41]([N:43]1[CH2:44][CH2:45][N:46]([CH2:49][CH2:50][CH2:51][NH:52][C:32]([C:25]2[CH:24]=[C:23]3[C:28]([O:29][C:30]4[C:21]([NH:22]3)=[N:20][C:19](=[O:35])[N:18]([CH:15]3[CH2:14][CH2:13][N:12]([CH2:11][CH2:10][CH2:9][NH:8][C:6]([O:5][C:1]([CH3:4])([CH3:3])[CH3:2])=[O:7])[CH2:17][CH2:16]3)[CH:31]=4)=[CH:27][CH:26]=2)=[O:33])[CH2:47][CH2:48]1)=[O:42])([CH3:39])([CH3:38])[CH3:37]. (3) Reactant: C1(P(C2C=CC=CC=2)C2C=CC=CC=2)C=CC=CC=1.[Br:20]Br.[CH3:22]/[C:23](/[CH2:27][CH2:28][CH2:29][CH2:30][CH2:31][CH2:32][CH2:33][CH2:34][CH3:35])=[CH:24]\[CH2:25]O. Product: [Br:20][CH2:25]/[CH:24]=[C:23](\[CH3:22])/[CH2:27][CH2:28][CH2:29][CH2:30][CH2:31][CH2:32][CH2:33][CH2:34][CH3:35]. The catalyst class is: 10. (4) Reactant: [CH:1]([N-:4]C(C)C)(C)[CH3:2].[Li+].[Br:9][C:10]1[CH:15]=[CH:14][C:13]([CH2:16][C:17]([N:19]2[C@@H:23]([CH:24]([CH3:26])[CH3:25])[CH2:22][O:21][C:20]2=[O:27])=[O:18])=[C:12]([O:28][CH3:29])[CH:11]=1.BrCC#N.[NH4+].[Cl-]. Product: [Br:9][C:10]1[CH:15]=[CH:14][C:13]([C@@H:16]([C:17]([N:19]2[C@@H:23]([CH:24]([CH3:26])[CH3:25])[CH2:22][O:21][C:20]2=[O:27])=[O:18])[CH2:2][C:1]#[N:4])=[C:12]([O:28][CH3:29])[CH:11]=1. The catalyst class is: 1. (5) Reactant: NN.[NH2:3][C:4]1[C:5]([N+:31]([O-:33])=[O:32])=[CH:6][C:7]2[C:13](=[O:14])[N:12]([C:15]3[CH:23]=[C:22]4[C:18]([CH:19]=[N:20][N:21]4S(C)(=O)=O)=[CH:17][CH:16]=3)[CH2:11][CH2:10][N:9]([CH2:28][CH3:29])[C:8]=2[CH:30]=1. The catalyst class is: 36. Product: [NH2:3][C:4]1[C:5]([N+:31]([O-:33])=[O:32])=[CH:6][C:7]2[C:13](=[O:14])[N:12]([C:15]3[CH:23]=[C:22]4[C:18]([CH:19]=[N:20][NH:21]4)=[CH:17][CH:16]=3)[CH2:11][CH2:10][N:9]([CH2:28][CH3:29])[C:8]=2[CH:30]=1. (6) Reactant: [Br:1][C:2]1[CH:3]=[CH:4][C:5]([N:8]2[CH:12]=[C:11]([CH2:13][CH2:14][CH2:15][OH:16])[C:10]([CH:17]([CH2:20][CH3:21])[CH2:18][CH3:19])=[N:9]2)=[N:6][CH:7]=1.O[C:23]1[C:28]([O:29][CH3:30])=[CH:27][CH:26]=[CH:25][C:24]=1[CH2:31][C:32]([O:34][CH3:35])=[O:33].C(P(CCCC)CCCC)CCC.N(C(N1CCCCC1)=O)=NC(N1CCCCC1)=O. Product: [Br:1][C:2]1[CH:3]=[CH:4][C:5]([N:8]2[CH:12]=[C:11]([CH2:13][CH2:14][CH2:15][O:16][C:23]3[C:28]([O:29][CH3:30])=[CH:27][CH:26]=[CH:25][C:24]=3[CH2:31][C:32]([O:34][CH3:35])=[O:33])[C:10]([CH:17]([CH2:20][CH3:21])[CH2:18][CH3:19])=[N:9]2)=[N:6][CH:7]=1. The catalyst class is: 7. (7) Reactant: [CH3:1][C:2]1[N:11]=[C:10]([C:12]2[CH:17]=[CH:16][C:15]([C:18]3[CH:19]=[N:20][CH:21]=[N:22][CH:23]=3)=[CH:14][CH:13]=2)[C:9]2[CH2:8][CH2:7][C@H:6]3[C@H:24]([CH3:31])[C:25](=[O:30])[CH:26]([C:28]#[N:29])[CH2:27][C@:5]3([C:32]3[CH:37]=[CH:36][CH:35]=[CH:34][CH:33]=3)[C:4]=2[N:3]=1.ClC1C(=O)C(C#N)=C(C#N)C(=O)C=1Cl. Product: [CH3:1][C:2]1[N:11]=[C:10]([C:12]2[CH:13]=[CH:14][C:15]([C:18]3[CH:19]=[N:20][CH:21]=[N:22][CH:23]=3)=[CH:16][CH:17]=2)[C:9]2[CH2:8][CH2:7][C@H:6]3[C@H:24]([CH3:31])[C:25](=[O:30])[C:26]([C:28]#[N:29])=[CH:27][C@:5]3([C:32]3[CH:33]=[CH:34][CH:35]=[CH:36][CH:37]=3)[C:4]=2[N:3]=1. The catalyst class is: 7. (8) Reactant: [OH:1][C@H:2]1[CH2:10][C:9]2[C:4](=[CH:5][CH:6]=[CH:7][CH:8]=2)[C@H:3]1[C:11](OC)=[O:12].[Li+].[BH4-].C(=O)(O)[O-].[Na+]. Product: [OH:12][CH2:11][C@@H:3]1[C:4]2[C:9](=[CH:8][CH:7]=[CH:6][CH:5]=2)[CH2:10][C@@H:2]1[OH:1]. The catalyst class is: 1. (9) Reactant: [CH2:1](O)[CH:2]([CH2:4][CH2:5][CH2:6][C@H:7]([C@@H:9]1[C@:26]2([CH3:27])[C@H:12]([C@H:13]3[C@H:23]([CH2:24][CH2:25]2)[C@:21]2([CH3:22])[CH:16](CCC[CH2:20]2)[CH2:15][CH2:14]3)[CH2:11][CH2:10]1)[CH3:8])[CH3:3].[CH3:29][C:30](C)([O-:32])[CH3:31].[K+].Br[CH2:36][C:37]([O:39][C:40]([CH3:43])([CH3:42])[CH3:41])=[O:38]. Product: [CH3:3][CH:2]([CH2:4][CH2:5][CH2:6][C@H:7]([C@@H:9]1[C@:26]2([CH3:27])[C@H:12]([C@H:13]3[C@H:23]([CH2:24][CH2:25]2)[C@:21]2([CH3:20])[CH:16]([CH2:29][CH:30]([O:32][CH2:36][C:37]([O:39][C:40]([CH3:43])([CH3:42])[CH3:41])=[O:38])[CH2:31][CH2:22]2)[CH2:15][CH2:14]3)[CH2:11][CH2:10]1)[CH3:8])[CH3:1]. The catalyst class is: 11.